Dataset: CYP2C19 inhibition data for predicting drug metabolism from PubChem BioAssay. Task: Regression/Classification. Given a drug SMILES string, predict its absorption, distribution, metabolism, or excretion properties. Task type varies by dataset: regression for continuous measurements (e.g., permeability, clearance, half-life) or binary classification for categorical outcomes (e.g., BBB penetration, CYP inhibition). Dataset: cyp2c19_veith. The drug is COc1cc(-c2cc(-c3ccccc3)nc(SCC(=O)Nc3nccs3)c2C#N)cc(OC)c1OC. The result is 1 (inhibitor).